Dataset: Peptide-MHC class II binding affinity with 134,281 pairs from IEDB. Task: Regression. Given a peptide amino acid sequence and an MHC pseudo amino acid sequence, predict their binding affinity value. This is MHC class II binding data. (1) The peptide sequence is DTRLMRLEDEMKEGR. The MHC is HLA-DQA10401-DQB10402 with pseudo-sequence HLA-DQA10401-DQB10402. The binding affinity (normalized) is 0.187. (2) The peptide sequence is ASRELERFALNPSLL. The MHC is DRB1_0701 with pseudo-sequence DRB1_0701. The binding affinity (normalized) is 0.363. (3) The peptide sequence is GSDPKKLVLNIKYTR. The MHC is DRB1_0101 with pseudo-sequence DRB1_0101. The binding affinity (normalized) is 0.183. (4) The peptide sequence is MLQALFKYDINIY. The MHC is DRB1_1501 with pseudo-sequence DRB1_1501. The binding affinity (normalized) is 0.195. (5) The peptide sequence is LDMIITAVNSLISDN. The MHC is DRB1_0301 with pseudo-sequence DRB1_0301. The binding affinity (normalized) is 0.241. (6) The peptide sequence is LVGPTPVNIIGRNLLTQLGC. The MHC is DRB1_1501 with pseudo-sequence DRB1_1501. The binding affinity (normalized) is 0.265. (7) The peptide sequence is WVSATLEQDKCVTVM. The MHC is DRB1_0801 with pseudo-sequence DRB1_0801. The binding affinity (normalized) is 0.307.